Task: Predict the reaction yield, written as a fraction of the theoretical maximum amount of product (1.0 means a 100% yield; for example, 0.34 means a 34% yield).. Dataset: Reaction yield outcomes from USPTO patents with 853,638 reactions (1) The reactants are [OH2:1].[OH-].[Li+].[Cl:4][C:5]1[CH:10]=[CH:9][C:8]([CH:11]2[C:15](=[O:16])[N:14]([C:17]([O:19][C:20]([CH3:23])([CH3:22])[CH3:21])=[O:18])[C:13]([CH3:25])([CH3:24])[CH2:12]2)=[CH:7][CH:6]=1. The catalyst is C1COCC1.CO.O. The product is [C:20]([O:19][C:17]([NH:14][C:13]([CH3:25])([CH3:24])[CH2:12][CH:11]([C:8]1[CH:9]=[CH:10][C:5]([Cl:4])=[CH:6][CH:7]=1)[C:15]([OH:1])=[O:16])=[O:18])([CH3:23])([CH3:22])[CH3:21]. The yield is 0.632. (2) The reactants are [N+:1]([C:4]1[CH:5]=[C:6]([NH2:10])[CH:7]=[CH:8][CH:9]=1)([O-:3])=[O:2].[N:11]([O-])=O.[Na+].[Cl:15][Sn]Cl.O. The catalyst is O.Cl. The product is [ClH:15].[N+:1]([C:4]1[CH:5]=[C:6]([NH:10][NH2:11])[CH:7]=[CH:8][CH:9]=1)([O-:3])=[O:2]. The yield is 0.730. (3) The reactants are [Cl:1][C:2]1[CH:7]=[CH:6][CH:5]=[C:4]([F:8])[C:3]=1B(O)O.[NH2:12][C:13]1[N:14]=[C:15]([N:24]2[CH2:29][CH2:28][N:27]([C:30](=[O:40])[CH2:31][O:32][C:33]3[CH:38]=[CH:37][C:36]([Cl:39])=[CH:35][CH:34]=3)[CH2:26][CH2:25]2)[C:16]2[N:22]=[C:21](Cl)[CH:20]=[CH:19][C:17]=2[N:18]=1. No catalyst specified. The product is [NH2:12][C:13]1[N:14]=[C:15]([N:24]2[CH2:25][CH2:26][N:27]([C:30](=[O:40])[CH2:31][O:32][C:33]3[CH:38]=[CH:37][C:36]([Cl:39])=[CH:35][CH:34]=3)[CH2:28][CH2:29]2)[C:16]2[N:22]=[C:21]([C:3]3[C:4]([F:8])=[CH:5][CH:6]=[CH:7][C:2]=3[Cl:1])[CH:20]=[CH:19][C:17]=2[N:18]=1. The yield is 0.520. (4) The reactants are [NH2:1][C:2]1[N:7]=[CH:6][N:5]=[C:4]2[N:8]([CH:12]3[CH2:16][CH2:15][N:14](C(OC(C)(C)C)=O)[CH2:13]3)[N:9]=[C:10]([I:11])[C:3]=12.[ClH:24]. The catalyst is CC(C)=O. The product is [ClH:24].[I:11][C:10]1[C:3]2[C:4](=[N:5][CH:6]=[N:7][C:2]=2[NH2:1])[N:8]([CH:12]2[CH2:16][CH2:15][NH:14][CH2:13]2)[N:9]=1. The yield is 0.310. (5) The reactants are [SH:1][C:2]1[N:7]=[CH:6][CH:5]=[CH:4][N:3]=1.[CH2:8](O[K])[CH3:9].I[CH2:13][CH2:14][CH2:15][CH2:16]I. The catalyst is C(O)C. The product is [N:3]1[CH:4]=[CH:5][CH:6]=[N:7][C:2]=1[S:1][CH2:13][CH2:14][CH2:15][CH2:16][S:1][C:2]1[N:7]=[CH:9][CH:8]=[CH:4][N:3]=1. The yield is 0.860.